From a dataset of Full USPTO retrosynthesis dataset with 1.9M reactions from patents (1976-2016). Predict the reactants needed to synthesize the given product. (1) The reactants are: [NH:1]1[CH:5]=[C:4]([CH:6]2[C:14]3[C:9](=[C:10]([CH3:18])[C:11]([CH3:17])=[C:12]([O:15][CH3:16])[CH:13]=3)[CH:8](O)[CH2:7]2)[N:3]=[CH:2]1.[H][H]. Given the product [CH3:16][O:15][C:12]1[CH:13]=[C:14]2[C:9]([CH2:8][CH2:7][CH:6]2[C:4]2[N:3]=[CH:2][NH:1][CH:5]=2)=[C:10]([CH3:18])[C:11]=1[CH3:17], predict the reactants needed to synthesize it. (2) Given the product [C:32]([O:31][C:29]([NH:28][CH:13]([C@H:10]1[CH2:9][CH2:8][C@H:7]([C:5]([OH:6])=[O:4])[CH2:12][CH2:11]1)[CH2:14][NH:15][C:16]([C:18]1([C:21]2[CH:22]=[CH:23][C:24]([Cl:27])=[CH:25][CH:26]=2)[CH2:20][CH2:19]1)=[O:17])=[O:30])([CH3:35])([CH3:33])[CH3:34], predict the reactants needed to synthesize it. The reactants are: C([O:4][C:5]([C@H:7]1[CH2:12][CH2:11][C@H:10]([CH:13]([NH:28][C:29]([O:31][C:32]([CH3:35])([CH3:34])[CH3:33])=[O:30])[CH2:14][NH:15][C:16]([C:18]2([C:21]3[CH:26]=[CH:25][C:24]([Cl:27])=[CH:23][CH:22]=3)[CH2:20][CH2:19]2)=[O:17])[CH2:9][CH2:8]1)=[O:6])CC.[Li+].[OH-].[OH-].[Na+].Cl. (3) The reactants are: [Cl:1][C:2]1[CH:7]=[C:6]([C:8]#[C:9][C:10]2[N:11]=[C:12]([CH3:15])[NH:13][CH:14]=2)[CH:5]=[CH:4][N:3]=1.Br[CH:17]([C:19]1[CH:24]=[CH:23][CH:22]=[CH:21][CH:20]=1)[CH3:18]. Given the product [Cl:1][C:2]1[CH:7]=[C:6]([C:8]#[C:9][C:10]2[N:11]=[C:12]([CH3:15])[N:13]([CH:17]([C:19]3[CH:24]=[CH:23][CH:22]=[CH:21][CH:20]=3)[CH3:18])[CH:14]=2)[CH:5]=[CH:4][N:3]=1, predict the reactants needed to synthesize it. (4) The reactants are: [Cl:1][C:2]1[CH:10]=[C:9]([Cl:11])[CH:8]=[CH:7][C:3]=1[CH2:4][CH2:5]O.P(Br)(Br)[Br:13].C(=O)(O)[O-].[Na+]. Given the product [Cl:1][C:2]1[CH:10]=[C:9]([Cl:11])[CH:8]=[CH:7][C:3]=1[CH2:4][CH2:5][Br:13], predict the reactants needed to synthesize it.